From a dataset of NCI-60 drug combinations with 297,098 pairs across 59 cell lines. Regression. Given two drug SMILES strings and cell line genomic features, predict the synergy score measuring deviation from expected non-interaction effect. Drug 1: C1=NC2=C(N=C(N=C2N1C3C(C(C(O3)CO)O)O)F)N. Drug 2: C1C(C(OC1N2C=NC3=C2NC=NCC3O)CO)O. Cell line: RXF 393. Synergy scores: CSS=60.3, Synergy_ZIP=1.77, Synergy_Bliss=0.432, Synergy_Loewe=-13.4, Synergy_HSA=0.391.